This data is from Experimentally validated miRNA-target interactions with 360,000+ pairs, plus equal number of negative samples. The task is: Binary Classification. Given a miRNA mature sequence and a target amino acid sequence, predict their likelihood of interaction. (1) The miRNA is hsa-miR-550b-2-5p with sequence AUGUGCCUGAGGGAGUAAGACA. The protein sequence of the target gene is MAAGGRMEDGSLDITQSIEDDPLLDAQLLPHHSLQAHFRPRFHPLPTVIIVNLLWFIHLVFVVLAFLTGVLCSYPNPNEDKCPGNYTNPLKVQTVIILGKVILWILHLLLECYIQYHHSKIRNRGYNLIYRSTRHLKRLALMIQSSGNTVLLLILCMQHSFPEPGRLYLDLILAILALELICSLICLLIYTVKIRRFNKAKPEPDILEEEKIYAYPSNITSETGFRTISSLEEIVEKQGDTIEYLKRHNALLSKRLLALTSSDLGCQPSRT. Result: 0 (no interaction). (2) The miRNA is hsa-miR-192-5p with sequence CUGACCUAUGAAUUGACAGCC. The protein sequence of the target gene is MAAPMLRWGCRGRRWAFARVDGGSCHRRGAPTGSTSNQIRGESSVAQQPLHTAQKTRKGEHKWAAVVGLEIHAQISSNSKLFSGSQVRFSAPPNSLVSFFDASLPGTLPVLNRRCVEAAVMTGLALNCHINKKSLFDRKHYFYADLPAGYQITQQRLPIAVNGSLIYGVCAGKKQSQVIPKTVRIKQIQLEQDSGKSLHDNLRSQTLIDLNRAGVGLLEVVLEPDMSCGEEAATAVRELQLILQALGTSQANMAEGQLRVDANISVHHPGEPLGVRTEVKNLNSIRFLAKAIDYEIQRQI.... Result: 1 (interaction). (3) The miRNA is hsa-miR-6734-3p with sequence CCCUUCCCUCACUCUUCUCUCAG. The protein sequence of the target gene is MLGLCGQRLPAAWVLLLLPFLPLLLLAAPAPHRASYKPVIVVHGLFDSSYSFRHLLEYINETHPGTVVTVLDLFDGRESLRPLWEQVQGFREAVVPIMAKAPQGVHLICYSQGGLVCRALLSVMDDHNVDSFISLSSPQMGQYGDTDYLKWLFPTSMRSNLYRICYSPWGQEFSICNYWHDPHHDDLYLNASSFLALINGERDHPNATVWRKNFLRVGHLVLIGGPDDGVITPWQSSFFGFYDANETVLEMEEQLVYLRDSFGLKTLLARGAIVRCPMAGISHTAWHSNRTLYETCIEPW.... Result: 0 (no interaction). (4) Result: 0 (no interaction). The protein sequence of the target gene is MGRPGRKPRGRARPGLFPFPKEELRQGGSSPANLNAMSKGPVSFKDVTVDFTQEEWQRLDPAQKALYRDVMLENYCHFISVGFHITKPDMIRKLEQGEELWTERIFPSQSYLEEEEVLVKFSDYQDKPPKSIVIIKHKKLIKERSSVYGEALGKNRVVSKTLFEYKSDGKVLKNISEFISRDINPAMGKLGGSKEWEGSILTSKQEKTHPASILHKQIGRALSSEWDLAQHQKTQIPEQRFEYNKCDSSFLMTGVEFPHGRAHRGGGNFNYSKDDITLFEKSDLGIHPHDLMEKKCSSYN.... The miRNA is hsa-miR-4681 with sequence AACGGGAAUGCAGGCUGUAUCU. (5) The miRNA is hsa-miR-4727-3p with sequence AUAGUGGGAAGCUGGCAGAUUC. The protein sequence of the target gene is MWRVKKLSLSLSPSPQTGKPSMRTPLRELTLQPGALTNSGKRSPACSSLTPSLCKLGLQEGSNNSSPVDFVNNKRTDLSSEHFSHSSKWLETCQHESDEQPLDPIPQISSTPKTSEEAVDPLGNYMVKTIVLVPSPLGQQQDMIFEARLDTMAETNSISLNGPLRTDDLVREEVAPCMGDRFSEVAAVSEKPIFQESPSHLLEESPPNPCSEQLHCSKESLSSRTEAVREDLVPSESNAFLPSSVLWLSPSTALAADFRVNHVDPEEEIVEHGAMEEREMRFPTHPKESETEDQALVSSV.... Result: 0 (no interaction). (6) The miRNA is hsa-miR-877-5p with sequence GUAGAGGAGAUGGCGCAGGG. The protein sequence of the target gene is MEIVGCRAENNSCPFRPPAMLFHGISGGHIQGIMEEMERRSKTEARLTKGTQLNGRDAGMPPLSPEKPALCAGCGGKISDRYYLLAVDKQWHLRCLKCCECKLALESELTCFAKDGSIYCKEDYYRRFSVQRCARCHLGISASEMVMRARDSVYHLSCFTCSTCNKTLTTGDHFGMKDSLVYCRAHFETLLQGEYPPQLSYTELAAKSGGLALPYFNGTGTVQKGRPRKRKSPALGVDIVNYNSGCNENEADHLDRDQQPYPPSQKTKRMRTSFKHHQLRTMKSYFAINHNPDAKDLKQL.... Result: 0 (no interaction). (7) The miRNA is mmu-miR-466q with sequence GUGCACACACACACAUACGU. The protein sequence of the target gene is MSKMKNPRTFEEQTECIVNSLLKDFRTPLSHAANRNLSGADEPCSGEDYSFDVAIIVGRLRILGDQFNGELEASANNIIAVTIGGQAGSTVLNDTVQSLSRTWCTQDPTLVFERAFLAVSVKLLEYVVRKAPNVARQVANYVTGMINGNTAIREFIQGQGGWENLES. Result: 1 (interaction).